Dataset: Reaction yield outcomes from USPTO patents with 853,638 reactions. Task: Predict the reaction yield, written as a fraction of the theoretical maximum amount of product (1.0 means a 100% yield; for example, 0.34 means a 34% yield). (1) The yield is 0.560. The reactants are [OH:1][N:2]1[C:10]2[C:5](=[CH:6][CH:7]=[CH:8][CH:9]=2)[CH2:4][C:3]1=[O:11].Br[CH2:13][CH2:14][CH2:15][N:16]1[C:24](=[O:25])[C:23]2[C:18](=[CH:19][CH:20]=[CH:21][CH:22]=2)[C:17]1=[O:26].C([O-])([O-])=O.[Cs+].[Cs+]. The catalyst is CC#N. The product is [O:11]=[C:3]1[CH2:4][C:5]2[C:10](=[CH:9][CH:8]=[CH:7][CH:6]=2)[N:2]1[O:1][CH2:13][CH2:14][CH2:15][N:16]1[C:24](=[O:25])[C:23]2[C:18](=[CH:19][CH:20]=[CH:21][CH:22]=2)[C:17]1=[O:26]. (2) The reactants are C([O:3][C:4](=O)[CH2:5][C:6]([C@H:8]1[CH2:13][CH2:12][N:11]([C:14]([O:16][CH3:17])=[O:15])[C@@H:10]([CH2:18][C:19]2[CH:24]=[CH:23][C:22]([C:25]([F:28])([F:27])[F:26])=[CH:21][CH:20]=2)[CH2:9]1)=[O:7])C.[OH-].[Na+].[NH2:32]O.Cl. The catalyst is CO.O. The product is [O:3]=[C:4]1[CH:5]=[C:6]([C@H:8]2[CH2:13][CH2:12][N:11]([C:14]([O:16][CH3:17])=[O:15])[C@@H:10]([CH2:18][C:19]3[CH:24]=[CH:23][C:22]([C:25]([F:28])([F:27])[F:26])=[CH:21][CH:20]=3)[CH2:9]2)[O:7][NH:32]1. The yield is 0.940. (3) The reactants are [OH:1][C:2]1[C:11]2[C:6](=[CH:7][CH:8]=[CH:9][CH:10]=2)[CH:5]=[CH:4][C:3]=1[C:12]([OH:14])=O.CN(C(ON1N=NC2C=CC=CC1=2)=[N+](C)C)C.F[P-](F)(F)(F)(F)F.C(N(C(C)C)C(C)C)C.[NH2:48][C:49]1[CH:111]=[CH:110][C:52]([C:53]([NH:55][C:56]2[CH:57]=[C:58]3[C:63](=[CH:64][CH:65]=2)[N:62]=[C:61]([N:66]2[CH2:71][C@@H:70]([NH:72][C:73]([O:75][C:76]([CH3:79])([CH3:78])[CH3:77])=[O:74])[CH2:69][C@@H:68]([NH:80][C:81]([O:83][C:84]([CH3:87])([CH3:86])[CH3:85])=[O:82])[CH2:67]2)[C:60]([N:88]2[CH2:93][C@@H:92]([NH:94][C:95]([O:97][C:98]([CH3:101])([CH3:100])[CH3:99])=[O:96])[CH2:91][C@@H:90]([NH:102][C:103]([O:105][C:106]([CH3:109])([CH3:108])[CH3:107])=[O:104])[CH2:89]2)=[N:59]3)=[O:54])=[CH:51][CH:50]=1. The catalyst is CN(C=O)C.CCOC(C)=O. The product is [C:76]([O:75][C:73]([NH:72][C@@H:70]1[CH2:69][C@H:68]([NH:80][C:81]([O:83][C:84]([CH3:85])([CH3:86])[CH3:87])=[O:82])[CH2:67][N:66]([C:61]2[C:60]([N:88]3[CH2:93][C@@H:92]([NH:94][C:95]([O:97][C:98]([CH3:101])([CH3:100])[CH3:99])=[O:96])[CH2:91][C@@H:90]([NH:102][C:103]([O:105][C:106]([CH3:108])([CH3:107])[CH3:109])=[O:104])[CH2:89]3)=[N:59][C:58]3[C:63](=[CH:64][CH:65]=[C:56]([NH:55][C:53]([C:52]4[CH:110]=[CH:111][C:49]([NH:48][C:12]([C:3]5[CH:4]=[CH:5][C:6]6[C:11](=[CH:10][CH:9]=[CH:8][CH:7]=6)[C:2]=5[OH:1])=[O:14])=[CH:50][CH:51]=4)=[O:54])[CH:57]=3)[N:62]=2)[CH2:71]1)=[O:74])([CH3:77])([CH3:78])[CH3:79]. The yield is 0.125. (4) The reactants are [CH2:1]([N:4]1[CH2:7][CH:6]([C:8]2[CH:13]=[CH:12][C:11]([NH2:14])=[CH:10][CH:9]=2)[CH2:5]1)[CH2:2][CH3:3].[F:15][CH:16]([F:29])[CH:17]([C:19]1[CH:24]=[CH:23][C:22]([S:25](Cl)(=[O:27])=[O:26])=[CH:21][CH:20]=1)[CH3:18]. The catalyst is C(Cl)Cl.N1C=CC=CC=1. The product is [F:29][CH:16]([F:15])[CH:17]([C:19]1[CH:20]=[CH:21][C:22]([S:25]([NH:14][C:11]2[CH:10]=[CH:9][C:8]([CH:6]3[CH2:5][N:4]([CH2:1][CH2:2][CH3:3])[CH2:7]3)=[CH:13][CH:12]=2)(=[O:27])=[O:26])=[CH:23][CH:24]=1)[CH3:18]. The yield is 0.180. (5) The product is [C:1]([O:5][C:6](=[O:15])[N:7]([C:8]1[S:12][C:11]([Br:13])=[N:10][C:9]=1[CH3:14])[CH3:19])([CH3:4])([CH3:3])[CH3:2]. The reactants are [C:1]([O:5][C:6](=[O:15])[NH:7][C:8]1[S:12][C:11]([Br:13])=[N:10][C:9]=1[CH3:14])([CH3:4])([CH3:3])[CH3:2].[H-].[Na+].I[CH3:19].O. The catalyst is CN(C=O)C.C(OCC)(=O)C. The yield is 0.540. (6) The reactants are [OH:1][N:2]1[CH2:7][CH2:6][O:5][CH2:4][CH2:3]1.[CH2:8]([Mg]Cl)[C:9]1[CH:14]=[CH:13][CH:12]=[CH:11][CH:10]=1.[Cl-].[NH4+]. The catalyst is ClCCl.O=[Mn]=O. The product is [CH2:8]([CH:3]1[CH2:4][O:5][CH2:6][CH2:7][N:2]1[OH:1])[C:9]1[CH:14]=[CH:13][CH:12]=[CH:11][CH:10]=1. The yield is 0.340.